From a dataset of Forward reaction prediction with 1.9M reactions from USPTO patents (1976-2016). Predict the product of the given reaction. (1) Given the reactants [Cl:1][C:2]1[CH:7]=[C:6](Cl)[N:5]=[CH:4][N:3]=1.[CH3:9][O:10][C:11]1[CH:16]=[CH:15][CH:14]=[CH:13][C:12]=1B(O)O.COCCOC.C(=O)([O-])O.[Na+], predict the reaction product. The product is: [Cl:1][C:2]1[CH:7]=[C:6]([C:12]2[CH:13]=[CH:14][CH:15]=[CH:16][C:11]=2[O:10][CH3:9])[N:5]=[CH:4][N:3]=1. (2) The product is: [CH2:1]([C:15]1[CH:33]=[CH:32][C:18]2[N:19]=[C:20]([N:22]3[CH2:27][CH2:26][CH2:25][CH2:24][C@H:23]3[C:28]([O:30][CH3:31])=[O:29])[O:21][C:17]=2[CH:16]=1)[CH:2]([CH3:4])[CH3:3]. Given the reactants [CH2:1](B(O)O)[CH:2]([CH3:4])[CH3:3].C(=O)([O-])[O-].[K+].[K+].Br[C:15]1[CH:33]=[CH:32][C:18]2[N:19]=[C:20]([N:22]3[CH2:27][CH2:26][CH2:25][CH2:24][C@H:23]3[C:28]([O:30][CH3:31])=[O:29])[O:21][C:17]=2[CH:16]=1.O1CCCC1, predict the reaction product. (3) Given the reactants [CH3:1][C:2]1([CH3:18])[O:6][C@H:5]([C@@H:7]2[C@@H:11]3[O:12][C:13]([CH3:16])([CH3:15])[O:14][C@@H:10]3[CH:9]([OH:17])[O:8]2)[CH2:4][O:3]1.[C-]#N.[Na+].[Cl-].[Na+].S(=O)(=O)(O)O.C[CH2:30][O:31]C(C)=O, predict the reaction product. The product is: [CH3:18][C:2]1([CH3:1])[O:6][C@H:5]([C@@H:7]2[C@@H:11]3[O:12][C:13]([CH3:15])([CH3:16])[O:14][C@@H:10]3[C@H:30]([OH:31])[C:9](=[O:17])[O:8]2)[CH2:4][O:3]1.[CH3:18][C:2]1([CH3:1])[O:6][C@H:5]([C@@H:7]2[C@@H:11]3[O:12][C:13]([CH3:15])([CH3:16])[O:14][C@@H:10]3[C@@H:30]([OH:31])[C:9](=[O:17])[O:8]2)[CH2:4][O:3]1.